From a dataset of Orexin1 receptor HTS with 218,158 compounds and 233 confirmed actives. Binary Classification. Given a drug SMILES string, predict its activity (active/inactive) in a high-throughput screening assay against a specified biological target. The drug is O1C(C1)CCOCCCc1ccccc1. The result is 0 (inactive).